Dataset: Catalyst prediction with 721,799 reactions and 888 catalyst types from USPTO. Task: Predict which catalyst facilitates the given reaction. (1) Reactant: Cl[C:2]1[N:7]=[C:6]([O:8][CH3:9])[N:5]=[C:4]([NH:10][CH2:11][C:12]2[CH:16]=[CH:15][S:14][CH:13]=2)[CH:3]=1.[C:17]([C:20]([C:23]1[CH:24]=[C:25](B(O)O)[CH:26]=[CH:27][CH:28]=1)([CH3:22])[CH3:21])([OH:19])=[O:18].C([O-])([O-])=O.[Cs+].[Cs+]. Product: [CH3:9][O:8][C:6]1[N:7]=[C:2]([C:25]2[CH:24]=[C:23]([C:20]([CH3:22])([CH3:21])[C:17]([OH:19])=[O:18])[CH:28]=[CH:27][CH:26]=2)[CH:3]=[C:4]([NH:10][CH2:11][C:12]2[CH:16]=[CH:15][S:14][CH:13]=2)[N:5]=1. The catalyst class is: 108. (2) Reactant: [CH2:1]([O:3][C:4]([C:6]1([C:9]2[CH:14]=[CH:13][C:12]([C:15]3[CH:20]=[CH:19][C:18]([C:21]4[S:22][C:23]([Cl:29])=[CH:24][C:25]=4C(=O)N)=[CH:17][CH:16]=3)=[CH:11][CH:10]=2)[CH2:8][CH2:7]1)=[O:5])[CH3:2].[N:30]1[CH:35]=CC=CC=1.FC(F)(F)C(OI(C1C=CC=CC=1)OC(=O)C(F)(F)F)=[O:39].[CH3:57][C:58]1[C:59]([CH:63]([OH:65])[CH3:64])=[CH:60][S:61][CH:62]=1. Product: [CH2:1]([O:3][C:4]([C:6]1([C:9]2[CH:14]=[CH:13][C:12]([C:15]3[CH:20]=[CH:19][C:18]([C:21]4[S:22][C:23]([Cl:29])=[CH:24][C:25]=4[NH:30][C:35]([O:65][CH:63]([C:59]4[C:58]([CH3:57])=[CH:62][S:61][CH:60]=4)[CH3:64])=[O:39])=[CH:17][CH:16]=3)=[CH:11][CH:10]=2)[CH2:7][CH2:8]1)=[O:5])[CH3:2]. The catalyst class is: 11. (3) Reactant: [SH:1][C:2]1[NH:3][C:4]2[CH:10]=[C:9]([O:11][CH3:12])[CH:8]=[CH:7][C:5]=2[N:6]=1.Cl.Cl[CH2:15][C:16]1[CH:22]=[CH:21][CH:20]=[C:19]([CH3:23])[C:17]=1[NH2:18]. Product: [CH3:12][O:11][C:9]1[CH:8]=[CH:7][C:5]2[NH:6][C:2]([S:1][CH2:15][C:16]3[CH:22]=[CH:21][CH:20]=[C:19]([CH3:23])[C:17]=3[NH2:18])=[N:3][C:4]=2[CH:10]=1. The catalyst class is: 81. (4) Reactant: [Br:1][C:2]1[CH:7]=[CH:6][C:5](F)=[C:4]([N+:9]([O-:11])=[O:10])[CH:3]=1.[NH2:12][C:13]1[CH:14]=[C:15]([NH:19][C:20](=[O:26])[O:21][C:22]([CH3:25])([CH3:24])[CH3:23])[CH:16]=[CH:17][CH:18]=1. Product: [Br:1][C:2]1[CH:7]=[CH:6][C:5]([NH:12][C:13]2[CH:14]=[C:15]([NH:19][C:20](=[O:26])[O:21][C:22]([CH3:24])([CH3:23])[CH3:25])[CH:16]=[CH:17][CH:18]=2)=[C:4]([N+:9]([O-:11])=[O:10])[CH:3]=1. The catalyst class is: 60. (5) Reactant: [Cl:1][C:2]1[CH:3]=[C:4]([C:8]2[N:13]=[C:12]([CH2:14][C:15]3[CH:20]=[CH:19][C:18]([CH2:21][C:22](OC)=[O:23])=[CH:17][CH:16]=3)[CH:11]=[C:10]([CH2:26][CH3:27])[N:9]=2)[CH:5]=[CH:6][CH:7]=1.[H-].[H-].[H-].[H-].[Li+].[Al+3]. Product: [Cl:1][C:2]1[CH:3]=[C:4]([C:8]2[N:13]=[C:12]([CH2:14][C:15]3[CH:16]=[CH:17][C:18]([CH2:21][CH2:22][OH:23])=[CH:19][CH:20]=3)[CH:11]=[C:10]([CH2:26][CH3:27])[N:9]=2)[CH:5]=[CH:6][CH:7]=1. The catalyst class is: 1. (6) Reactant: [CH2:1]([C:5]1[N:6]=[C:7]([CH3:27])[NH:8][C:9](=[O:26])[C:10]=1[CH2:11][C:12]1[CH:17]=[CH:16][C:15]([C:18]2[C:19]([C:24]#[N:25])=[CH:20][CH:21]=[CH:22][CH:23]=2)=[CH:14][CH:13]=1)[CH2:2][CH2:3][CH3:4].[H-].[Na+].CN(C)C=O.[Cl:35][C:36]1[S:37][C:38]([CH2:41]Cl)=[CH:39][CH:40]=1. Product: [CH2:1]([C:5]1[N:6]=[C:7]([CH3:27])[N:8]([CH2:41][C:38]2[S:37][C:36]([Cl:35])=[CH:40][CH:39]=2)[C:9](=[O:26])[C:10]=1[CH2:11][C:12]1[CH:17]=[CH:16][C:15]([C:18]2[C:19]([C:24]#[N:25])=[CH:20][CH:21]=[CH:22][CH:23]=2)=[CH:14][CH:13]=1)[CH2:2][CH2:3][CH3:4]. The catalyst class is: 13.